From a dataset of Forward reaction prediction with 1.9M reactions from USPTO patents (1976-2016). Predict the product of the given reaction. (1) Given the reactants [N:1]1([C:5]2[N:10]=[N:9][C:8]([O:11][CH2:12][C:13]3[CH:18]=[CH:17][CH:16]=[CH:15][CH:14]=3)=[C:7]([O:19][CH2:20][C:21]3[CH:26]=[CH:25][CH:24]=[CH:23][CH:22]=3)[CH:6]=2)[CH2:4]C[CH2:2]1.C(OC1N=NC(Cl)=CC=1OCC1C=CC=CC=1)C1C=CC=CC=1.C(OC1N=NC(C#CC(C)C)=CC=1OCC1C=CC=CC=1)C1C=CC=CC=1.CNC, predict the reaction product. The product is: [CH2:20]([O:19][C:7]1[CH:6]=[C:5]([N:1]([CH3:4])[CH3:2])[N:10]=[N:9][C:8]=1[O:11][CH2:12][C:13]1[CH:18]=[CH:17][CH:16]=[CH:15][CH:14]=1)[C:21]1[CH:22]=[CH:23][CH:24]=[CH:25][CH:26]=1. (2) Given the reactants [CH3:1][O:2][CH:3]([O:15][CH3:16])[CH2:4][C:5]1[CH:10]=[CH:9][CH:8]=[C:7]([CH3:11])[C:6]=1[N+:12]([O-])=O, predict the reaction product. The product is: [CH3:1][O:2][CH:3]([O:15][CH3:16])[CH2:4][C:5]1[CH:10]=[CH:9][CH:8]=[C:7]([CH3:11])[C:6]=1[NH2:12].